This data is from Reaction yield outcomes from USPTO patents with 853,638 reactions. The task is: Predict the reaction yield, written as a fraction of the theoretical maximum amount of product (1.0 means a 100% yield; for example, 0.34 means a 34% yield). The reactants are [C:1]1([O:9][CH3:10])[C:2](=[CH:5][CH:6]=[CH:7][CH:8]=1)[O:3][CH3:4].[CH3:11][C:12]([CH3:17])=[CH:13][C:14](Cl)=[O:15].[Al+3].[Cl-].[Cl-].[Cl-]. The catalyst is C(Cl)Cl. The product is [CH3:4][O:3][C:2]1[CH:5]=[C:6]([C:14](=[O:15])[CH:13]=[C:12]([CH3:17])[CH3:11])[CH:7]=[CH:8][C:1]=1[O:9][CH3:10]. The yield is 0.980.